Dataset: Forward reaction prediction with 1.9M reactions from USPTO patents (1976-2016). Task: Predict the product of the given reaction. (1) Given the reactants [NH2:1][CH:2]1[CH2:7][CH2:6][N:5]([C:8]2[N:13]=[CH:12][C:11]([NH:14][C:15]([C:17]3[O:21][C:20]([N:22]4[CH2:27][CH2:26][CH2:25][CH2:24][CH2:23]4)=[N:19][C:18]=3[C:28]([F:31])([F:30])[F:29])=[O:16])=[CH:10][CH:9]=2)[CH2:4][CH2:3]1.[F:32][C:33]1[CH:41]=[CH:40][CH:39]=[CH:38][C:34]=1[C:35](O)=[O:36], predict the reaction product. The product is: [F:32][C:33]1[CH:41]=[CH:40][CH:39]=[CH:38][C:34]=1[C:35]([NH:1][CH:2]1[CH2:3][CH2:4][N:5]([C:8]2[N:13]=[CH:12][C:11]([NH:14][C:15]([C:17]3[O:21][C:20]([N:22]4[CH2:27][CH2:26][CH2:25][CH2:24][CH2:23]4)=[N:19][C:18]=3[C:28]([F:31])([F:30])[F:29])=[O:16])=[CH:10][CH:9]=2)[CH2:6][CH2:7]1)=[O:36]. (2) The product is: [NH3:2].[CH3:9][OH:10].[Cl:49][CH2:50][Cl:52].[CH2:23]([N:20]1[CH2:19][CH2:18][N:17]([C:14]2[CH:13]=[CH:12][C:11]([O:10][CH2:9][CH2:8][CH2:7][N:2]3[CH2:6][CH2:5][CH2:4][CH2:3]3)=[CH:16][CH:15]=2)[CH2:22][CH2:21]1)[C:24]1[CH:29]=[CH:28][CH:27]=[CH:26][CH:25]=1. Given the reactants Cl.[N:2]1([CH2:7][CH2:8][CH2:9][O:10][C:11]2[CH:16]=[CH:15][C:14]([N:17]3[CH2:22][CH2:21][NH:20][CH2:19][CH2:18]3)=[CH:13][CH:12]=2)[CH2:6][CH2:5][CH2:4][CH2:3]1.[CH:23](=O)[C:24]1[CH:29]=[CH:28][CH:27]=[CH:26][CH:25]=1.C(O)(=O)C.C(O[BH-](OC(=O)C)OC(=O)C)(=O)C.[Na+].[Cl:49][CH:50]([Cl:52])C, predict the reaction product.